The task is: Predict the reaction yield, written as a fraction of the theoretical maximum amount of product (1.0 means a 100% yield; for example, 0.34 means a 34% yield).. This data is from Reaction yield outcomes from USPTO patents with 853,638 reactions. (1) The reactants are [F-:1].[Cs+].[CH3:3][O:4][C:5](=[O:16])[C:6]1[CH:11]=[CH:10][CH:9]=[C:8]([N+:12]([O-:14])=[O:13])[C:7]=1Cl.O. The catalyst is CS(C)=O. The product is [CH3:3][O:4][C:5](=[O:16])[C:6]1[CH:11]=[CH:10][CH:9]=[C:8]([N+:12]([O-:14])=[O:13])[C:7]=1[F:1]. The yield is 0.950. (2) The reactants are [OH:1][C:2]1[CH:3]=[CH:4][C:5]([I:10])=[C:6]([O:8][CH3:9])[CH:7]=1.[C:11](=[O:14])([O-])[O-].[K+].[K+].[CH3:17]N(C)C=O. The catalyst is C(OCC)(=O)C.C(OCC)C. The product is [I:10][C:5]1[CH:4]=[CH:3][C:2]([O:1][CH2:17][O:14][CH3:11])=[CH:7][C:6]=1[O:8][CH3:9]. The yield is 0.190.